Predict the product of the given reaction. From a dataset of Forward reaction prediction with 1.9M reactions from USPTO patents (1976-2016). (1) Given the reactants [Cl:1][C:2]1[CH:27]=[C:26]([O:28][CH3:29])[CH:25]=[CH:24][C:3]=1[O:4][C:5]1[CH:10]=[CH:9][CH:8]=[CH:7][C:6]=1[NH:11][S:12]([C:15]1[CH:23]=[CH:22][C:18]([C:19]([OH:21])=O)=[CH:17][CH:16]=1)(=[O:14])=[O:13].[N:30]1([CH2:36][CH2:37][NH2:38])[CH2:35][CH2:34][CH2:33][CH2:32][CH2:31]1, predict the reaction product. The product is: [Cl:1][C:2]1[CH:27]=[C:26]([O:28][CH3:29])[CH:25]=[CH:24][C:3]=1[O:4][C:5]1[CH:10]=[CH:9][CH:8]=[CH:7][C:6]=1[NH:11][S:12]([C:15]1[CH:16]=[CH:17][C:18]([C:19]([NH:38][CH2:37][CH2:36][N:30]2[CH2:35][CH2:34][CH2:33][CH2:32][CH2:31]2)=[O:21])=[CH:22][CH:23]=1)(=[O:13])=[O:14]. (2) Given the reactants [CH2:1]([C:5]1[N:6]=[C:7]([CH3:27])[NH:8][C:9](=[O:26])[C:10]=1[CH2:11][C:12]1[CH:17]=[CH:16][C:15]([C:18]2[C:19]([C:24]#[N:25])=[CH:20][CH:21]=[CH:22][CH:23]=2)=[CH:14][CH:13]=1)[CH2:2][CH2:3][CH3:4].N(C(N1CCCCC1)=O)=NC(N1CCCCC1)=O.C(P(CCCC)CCCC)CCC.[CH3:59][O:60][C:61]1[N:66]=[CH:65][C:64]([CH2:67]O)=[CH:63][CH:62]=1, predict the reaction product. The product is: [CH2:1]([C:5]1[N:6]=[C:7]([CH3:27])[N:8]([CH2:67][C:64]2[CH:65]=[N:66][C:61]([O:60][CH3:59])=[CH:62][CH:63]=2)[C:9](=[O:26])[C:10]=1[CH2:11][C:12]1[CH:17]=[CH:16][C:15]([C:18]2[C:19]([C:24]#[N:25])=[CH:20][CH:21]=[CH:22][CH:23]=2)=[CH:14][CH:13]=1)[CH2:2][CH2:3][CH3:4]. (3) The product is: [CH2:40]([Si:6]([CH2:4][CH3:5])([CH2:38][CH3:39])[C:7]1[C:18]2[C:17]3[CH:19]=[CH:20][CH:21]=[CH:22][C:16]=3[S:15][C:14]=2[C:13]([Si:24]([CH2:27][CH3:28])([CH2:25][CH3:26])[CH2:29][CH3:30])=[C:12]2[C:8]=1[S:9][C:10]1[CH:34]=[CH:33][CH:32]=[C:31]([C:35]#[CH:36])[C:11]=12)[CH3:41]. Given the reactants [Sn](Cl)Cl.[CH2:4]([Si:6]([CH2:40][CH3:41])([CH2:38][CH3:39])[C:7]1(O)[C:18]2[C:17]3[CH:19]=[CH:20][CH:21]=[CH:22][C:16]=3[S:15][C:14]=2[C:13]([Si:24]([CH2:29][CH3:30])([CH2:27][CH3:28])[CH2:25][CH3:26])(O)[C:12]2[C:11]3[C:31]([C:35]#[CH:36])=[CH:32][CH:33]=[CH:34][C:10]=3[S:9][C:8]1=2)[CH3:5], predict the reaction product. (4) Given the reactants [C:1]([C:3]1[C:11]2[C:6](=[CH:7][CH:8]=[C:9]([N+:12]([O-:14])=[O:13])[CH:10]=2)[N:5]([C:15]([C:28]2[CH:33]=[CH:32][CH:31]=[CH:30][CH:29]=2)([C:22]2[CH:27]=[CH:26][CH:25]=[CH:24][CH:23]=2)[C:16]2[CH:21]=[CH:20][CH:19]=[CH:18][CH:17]=2)[N:4]=1)#[CH:2].I[C:35]1[CH:36]=[N:37][CH:38]=[CH:39][C:40]=1[OH:41].C(N(CC)CC)C.C(OCC)(=O)C, predict the reaction product. The product is: [N+:12]([C:9]1[CH:10]=[C:11]2[C:6](=[CH:7][CH:8]=1)[N:5]([C:15]([C:22]1[CH:23]=[CH:24][CH:25]=[CH:26][CH:27]=1)([C:16]1[CH:21]=[CH:20][CH:19]=[CH:18][CH:17]=1)[C:28]1[CH:33]=[CH:32][CH:31]=[CH:30][CH:29]=1)[N:4]=[C:3]2[C:1]1[O:41][C:40]2[CH:39]=[CH:38][N:37]=[CH:36][C:35]=2[CH:2]=1)([O-:14])=[O:13]. (5) Given the reactants [Cl:1][C:2]1[N:7]=[CH:6][C:5]([C:8]([NH2:10])=O)=[CH:4][N:3]=1.C(N(CC)CC)C.C(OC(C(F)(F)F)=O)(C(F)(F)F)=O, predict the reaction product. The product is: [Cl:1][C:2]1[N:7]=[CH:6][C:5]([C:8]#[N:10])=[CH:4][N:3]=1. (6) Given the reactants F[C:2]1[CH:7]=[CH:6][CH:5]=[CH:4][C:3]=1[N+:8]([O-:10])=[O:9].[Br:11][C:12]1[CH:18]=[CH:17][C:15]([NH2:16])=[CH:14][CH:13]=1, predict the reaction product. The product is: [Br:11][C:12]1[CH:18]=[CH:17][C:15]([NH:16][C:2]2[CH:7]=[CH:6][CH:5]=[CH:4][C:3]=2[N+:8]([O-:10])=[O:9])=[CH:14][CH:13]=1. (7) Given the reactants [C:1]([NH:4][C:5]1[S:6][C:7]([C:11]2[N:12]=[C:13]([C:16]([OH:18])=O)[S:14][CH:15]=2)=[C:8]([CH3:10])[N:9]=1)(=[O:3])[CH3:2].C(Cl)(=O)C([Cl:22])=O.CN(C)C=O, predict the reaction product. The product is: [C:1]([NH:4][C:5]1[S:6][C:7]([C:11]2[N:12]=[C:13]([C:16]([Cl:22])=[O:18])[S:14][CH:15]=2)=[C:8]([CH3:10])[N:9]=1)(=[O:3])[CH3:2]. (8) Given the reactants [CH3:1][C:2]1[C:3]([C:13]([F:16])([F:15])[F:14])=[C:4]([CH2:8][CH2:9][C:10]([OH:12])=O)[CH:5]=[CH:6][CH:7]=1.O, predict the reaction product. The product is: [CH3:1][C:2]1[C:3]([C:13]([F:16])([F:15])[F:14])=[C:4]2[C:5](=[CH:6][CH:7]=1)[C:10](=[O:12])[CH2:9][CH2:8]2. (9) Given the reactants [OH:1][C:2]1[CH:3]=[N:4][C:5]([CH3:8])=[CH:6][CH:7]=1.C([O-])([O-])=O.[K+].[K+].CS(O[CH:20]1[CH2:23][N:22]([C:24]([N:26]2[CH2:32][CH2:31][CH2:30][N:29]([CH:33]3[CH2:36][CH2:35][CH2:34]3)[CH2:28][CH2:27]2)=[O:25])[CH2:21]1)(=O)=O, predict the reaction product. The product is: [CH:33]1([N:29]2[CH2:30][CH2:31][CH2:32][N:26]([C:24]([N:22]3[CH2:23][CH:20]([O:1][C:2]4[CH:3]=[N:4][C:5]([CH3:8])=[CH:6][CH:7]=4)[CH2:21]3)=[O:25])[CH2:27][CH2:28]2)[CH2:34][CH2:35][CH2:36]1.